Dataset: TCR-epitope binding with 47,182 pairs between 192 epitopes and 23,139 TCRs. Task: Binary Classification. Given a T-cell receptor sequence (or CDR3 region) and an epitope sequence, predict whether binding occurs between them. The epitope is YFPLQSYGF. The TCR CDR3 sequence is CAVQDSNTGELFF. Result: 0 (the TCR does not bind to the epitope).